Dataset: Peptide-MHC class I binding affinity with 185,985 pairs from IEDB/IMGT. Task: Regression. Given a peptide amino acid sequence and an MHC pseudo amino acid sequence, predict their binding affinity value. This is MHC class I binding data. The peptide sequence is YSMDHSKWGP. The MHC is H-2-Db with pseudo-sequence H-2-Db. The binding affinity (normalized) is 0.